Task: Predict the reaction yield, written as a fraction of the theoretical maximum amount of product (1.0 means a 100% yield; for example, 0.34 means a 34% yield).. Dataset: Reaction yield outcomes from USPTO patents with 853,638 reactions (1) The yield is 1.00. The catalyst is O1CCCC1. The product is [C:1]([C:5]1[CH:10]=[CH:9][CH:8]=[CH:7][C:6]=1[N:11]1[CH2:16][CH2:15][N:14]([C:17]([C:19]2[N:20]([CH3:34])[C:21]3[C:26]([CH:27]=2)=[CH:25][C:24]([O:28][CH2:29][C:30]([OH:32])=[O:31])=[CH:23][CH:22]=3)=[O:18])[CH2:13][CH2:12]1)([CH3:4])([CH3:2])[CH3:3]. The reactants are [C:1]([C:5]1[CH:10]=[CH:9][CH:8]=[CH:7][C:6]=1[N:11]1[CH2:16][CH2:15][N:14]([C:17]([C:19]2[N:20]([CH3:34])[C:21]3[C:26]([CH:27]=2)=[CH:25][C:24]([O:28][CH2:29][C:30]([O:32]C)=[O:31])=[CH:23][CH:22]=3)=[O:18])[CH2:13][CH2:12]1)([CH3:4])([CH3:3])[CH3:2].[OH-].[Na+].CO.Cl. (2) The reactants are [C:1]([NH:9][C:10]1[CH:11]=[C:12]([CH:16]=[CH:17][CH:18]=1)[C:13](O)=[O:14])(=[O:8])[C:2]1[CH:7]=[CH:6][CH:5]=[CH:4][CH:3]=1.S(Cl)([Cl:21])=O. The catalyst is C1(C)C=CC=CC=1. The product is [C:1]([NH:9][C:10]1[CH:11]=[C:12]([CH:16]=[CH:17][CH:18]=1)[C:13]([Cl:21])=[O:14])(=[O:8])[C:2]1[CH:7]=[CH:6][CH:5]=[CH:4][CH:3]=1. The yield is 0.950.